From a dataset of Reaction yield outcomes from USPTO patents with 853,638 reactions. Predict the reaction yield, written as a fraction of the theoretical maximum amount of product (1.0 means a 100% yield; for example, 0.34 means a 34% yield). (1) The reactants are C1(P(C2C=CC=CC=2)C2C=CC=CC=2)C=CC=CC=1.O[C@H:21]1[CH2:40][N:24]2[C:25](=[O:39])[N:26]([C:28]3[CH:33]=[CH:32][C:31]([O:34][C:35]([F:38])([F:37])[F:36])=[CH:30][CH:29]=3)[CH2:27][C@@H:23]2[CH2:22]1.C(Br)(Br)(Br)[Br:42]. The catalyst is C1COCC1. The product is [Br:42][C@@H:21]1[CH2:40][N:24]2[C:25](=[O:39])[N:26]([C:28]3[CH:33]=[CH:32][C:31]([O:34][C:35]([F:38])([F:37])[F:36])=[CH:30][CH:29]=3)[CH2:27][C@@H:23]2[CH2:22]1. The yield is 0.950. (2) The reactants are N1C=CC=CC=1.[CH:7]1([C:10](Cl)=[O:11])[CH2:9][CH2:8]1.[NH2:13][C:14]1[C:22]2[C:17](=[N:18][CH:19]=[C:20]([Cl:38])[C:21]=2[N:23]2[CH2:28][CH2:27][CH2:26][C@@H:25]([N:29]([CH3:37])[C:30](=[O:36])[O:31][C:32]([CH3:35])([CH3:34])[CH3:33])[CH2:24]2)[NH:16][CH:15]=1.[Li+].[OH-]. The catalyst is CN1C(=O)CCC1.CC#N.O.C(Cl)Cl.O. The product is [Cl:38][C:20]1[C:21]([N:23]2[CH2:28][CH2:27][CH2:26][C@@H:25]([N:29]([CH3:37])[C:30](=[O:36])[O:31][C:32]([CH3:33])([CH3:34])[CH3:35])[CH2:24]2)=[C:22]2[C:14]([NH:13][C:10]([CH:7]3[CH2:9][CH2:8]3)=[O:11])=[CH:15][NH:16][C:17]2=[N:18][CH:19]=1. The yield is 0.480. (3) The reactants are [NH2:1][C:2]1[CH:23]=[CH:22][C:5]([O:6][C:7]2[CH:16]=[CH:15][N:14]=[C:13]3[C:8]=2[C:9]2[CH:21]=[CH:20][CH:19]=[CH:18][C:10]=2[C:11](=[O:17])[NH:12]3)=[CH:4][CH:3]=1.ClC(Cl)(Cl)C[O:27][C:28](=O)[NH:29][C:30]1[N:31]([C:39]2[CH:40]=[C:41]([CH3:45])[CH:42]=[CH:43][CH:44]=2)[N:32]=[C:33]([C:35]([CH3:38])([CH3:37])[CH3:36])[CH:34]=1.CCN(C(C)C)C(C)C. The catalyst is CS(C)=O.O.CCOC(C)=O. The product is [C:35]([C:33]1[CH:34]=[C:30]([NH:29][C:28]([NH:1][C:2]2[CH:23]=[CH:22][C:5]([O:6][C:7]3[CH:16]=[CH:15][N:14]=[C:13]4[C:8]=3[C:9]3[CH:21]=[CH:20][CH:19]=[CH:18][C:10]=3[C:11](=[O:17])[NH:12]4)=[CH:4][CH:3]=2)=[O:27])[N:31]([C:39]2[CH:40]=[C:41]([CH3:45])[CH:42]=[CH:43][CH:44]=2)[N:32]=1)([CH3:38])([CH3:36])[CH3:37]. The yield is 0.240.